The task is: Predict the reactants needed to synthesize the given product.. This data is from Full USPTO retrosynthesis dataset with 1.9M reactions from patents (1976-2016). Given the product [N+:1]([CH2:4][C:5]1([CH2:11][CH2:12][NH:13][C:14](=[O:16])[CH3:15])[CH2:10][CH2:9][CH2:8][CH2:7][CH2:6]1)([O-:3])=[O:2], predict the reactants needed to synthesize it. The reactants are: [N+:1]([CH2:4][C:5]1([CH2:11][CH2:12][NH2:13])[CH2:10][CH2:9][CH2:8][CH2:7][CH2:6]1)([O-:3])=[O:2].[C:14](Cl)(=[O:16])[CH3:15].C(N(CC)CC)C.